This data is from Reaction yield outcomes from USPTO patents with 853,638 reactions. The task is: Predict the reaction yield, written as a fraction of the theoretical maximum amount of product (1.0 means a 100% yield; for example, 0.34 means a 34% yield). (1) The reactants are [H-].[Na+].[CH:3]([O:5][CH2:6][CH3:7])=[O:4].[C:8]1(/[C:14](/[CH2:21][C:22](OCC)=[O:23])=[CH:15]\[C:16]([O:18][CH2:19][CH3:20])=[O:17])[CH:13]=[CH:12][CH:11]=[CH:10][CH:9]=1. The catalyst is CCOCC. The product is [OH:23][CH:22]=[C:21](/[C:14](/[C:8]1[CH:13]=[CH:12][CH:11]=[CH:10][CH:9]=1)=[CH:15]/[C:16]([O:18][CH2:19][CH3:20])=[O:17])[C:3]([O:5][CH2:6][CH3:7])=[O:4]. The yield is 0.970. (2) The reactants are C(=O)(OC)[O:2][C:3]1[CH:8]=[CH:7][C:6]([F:9])=[C:5]([NH:10][C:11]([C:13]2[N:17]([CH3:18])[N:16]=[C:15]([CH3:19])[CH:14]=2)=[O:12])[CH:4]=1.[OH-].[Na+].Cl. The catalyst is CO. The product is [F:9][C:6]1[CH:7]=[CH:8][C:3]([OH:2])=[CH:4][C:5]=1[NH:10][C:11]([C:13]1[N:17]([CH3:18])[N:16]=[C:15]([CH3:19])[CH:14]=1)=[O:12]. The yield is 0.840. (3) The catalyst is CO. The product is [C:34]([OH:39])(=[O:38])[CH:35]([CH3:37])[OH:36].[CH2:29]([N:3]([CH2:1][CH3:2])[CH2:4][CH2:5][N:6]1[CH2:11][CH2:10][C:9]2[NH:12][C:13]([CH:16]=[C:17]3[C:25]4[C:20](=[CH:21][CH:22]=[C:23]([F:26])[CH:24]=4)[NH:19][C:18]3=[O:27])=[C:14]([CH3:15])[C:8]=2[C:7]1=[O:28])[CH3:30]. The reactants are [CH2:1]([N:3]([CH2:29][CH3:30])[CH2:4][CH2:5][N:6]1[CH2:11][CH2:10][C:9]2[NH:12][C:13]([CH:16]=[C:17]3[C:25]4[C:20](=[CH:21][CH:22]=[C:23]([F:26])[CH:24]=4)[NH:19][C:18]3=[O:27])=[C:14]([CH3:15])[C:8]=2[C:7]1=[O:28])[CH3:2].ClCCl.[C:34]([OH:39])(=[O:38])[CH:35]([CH3:37])[OH:36]. The yield is 0.889. (4) The reactants are [CH3:1][C:2]1[O:6][N:5]=[C:4]([C:7]2[CH:12]=[CH:11][N:10]=[CH:9][N:8]=2)[C:3]=1[CH2:13][O:14][C:15]1[CH:23]=[CH:22][C:18]([C:19]([OH:21])=O)=[CH:17][N:16]=1.[NH:24]1[CH2:29][CH2:28][O:27][CH2:26][CH2:25]1. No catalyst specified. The product is [CH3:1][C:2]1[O:6][N:5]=[C:4]([C:7]2[CH:12]=[CH:11][N:10]=[CH:9][N:8]=2)[C:3]=1[CH2:13][O:14][C:15]1[N:16]=[CH:17][C:18]([C:19]([N:24]2[CH2:29][CH2:28][O:27][CH2:26][CH2:25]2)=[O:21])=[CH:22][CH:23]=1. The yield is 0.700. (5) The reactants are N1C=CN=C1.[CH2:6]=[CH:7][CH2:8][CH:9]([OH:13])[CH2:10][CH:11]=[CH2:12].[Si:14](Cl)([C:17]([CH3:20])([CH3:19])[CH3:18])([CH3:16])[CH3:15]. The catalyst is O. The product is [O:13]([CH:9]([CH2:10][CH:11]=[CH2:12])[CH2:8][CH:7]=[CH2:6])[Si:14]([C:17]([CH3:20])([CH3:19])[CH3:18])([CH3:16])[CH3:15]. The yield is 0.300. (6) The reactants are [Cl:1][C:2]1[CH:7]=[CH:6][C:5](I)=[CH:4][N:3]=1.[NH:9]1[CH2:13][CH2:12][CH2:11][C:10]1=[O:14].C([O-])([O-])=O.[K+].[K+].CNCCNC. The catalyst is O1CCOCC1.[Cu]I. The product is [Cl:1][C:2]1[N:3]=[CH:4][C:5]([N:9]2[CH2:13][CH2:12][CH2:11][C:10]2=[O:14])=[CH:6][CH:7]=1. The yield is 0.974. (7) The reactants are [Cl:1][C:2]1[CH:7]=[C:6]([N+:8]([O-])=O)[CH:5]=[CH:4][C:3]=1[S:11][C:12]1[S:13][C:14]2[CH:20]=[CH:19][C:18]([C:21]#[N:22])=[CH:17][C:15]=2[N:16]=1.O.O.[Sn](Cl)(Cl)(Cl)Cl. No catalyst specified. The product is [NH2:8][C:6]1[CH:5]=[CH:4][C:3]([S:11][C:12]2[S:13][C:14]3[CH:20]=[CH:19][C:18]([C:21]#[N:22])=[CH:17][C:15]=3[N:16]=2)=[C:2]([Cl:1])[CH:7]=1. The yield is 0.930. (8) The reactants are [CH3:1][C:2]1[CH:6]=[C:5]([NH2:7])[N:4]([C:8]2[CH:13]=[CH:12][CH:11]=[CH:10][N:9]=2)[N:3]=1.I[C:15]1[CH:23]=[CH:22][CH:21]=[CH:20][C:16]=1[C:17]([OH:19])=[O:18].C(=O)([O-])[O-].[K+].[K+].O. The catalyst is CN(C)C=O.C([O-])(=O)C.[Cu+2].C([O-])(=O)C.C(O)(=O)C. The product is [CH3:1][C:2]1[CH:6]=[C:5]([NH:7][C:15]2[CH:23]=[CH:22][CH:21]=[CH:20][C:16]=2[C:17]([OH:19])=[O:18])[N:4]([C:8]2[CH:13]=[CH:12][CH:11]=[CH:10][N:9]=2)[N:3]=1. The yield is 0.980. (9) The reactants are [Cl:1][C:2]1[C:7](I)=[CH:6][C:5]([NH:9][CH2:10][C:11]([N:13]2[CH2:18][CH2:17][N:16]([CH:19]3[CH2:22][N:21]([C:23]([O:25][C:26]([CH3:29])([CH3:28])[CH3:27])=[O:24])[CH2:20]3)[CH2:15][CH2:14]2)=[O:12])=[C:4]([O:30][CH3:31])[CH:3]=1.[Br-].[CH:33]1([Zn+])[CH2:36][CH2:35][CH2:34]1.COC1C=CC=C(OC)C=1C1C=CC=CC=1P(C1CCCCC1)C1CCCCC1. The catalyst is C1COCC1.CC([O-])=O.CC([O-])=O.[Pd+2]. The product is [Cl:1][C:2]1[C:7]([CH:33]2[CH2:36][CH2:35][CH2:34]2)=[CH:6][C:5]([NH:9][CH2:10][C:11]([N:13]2[CH2:18][CH2:17][N:16]([CH:19]3[CH2:22][N:21]([C:23]([O:25][C:26]([CH3:29])([CH3:28])[CH3:27])=[O:24])[CH2:20]3)[CH2:15][CH2:14]2)=[O:12])=[C:4]([O:30][CH3:31])[CH:3]=1. The yield is 0.980.